Dataset: Experimentally validated miRNA-target interactions with 360,000+ pairs, plus equal number of negative samples. Task: Binary Classification. Given a miRNA mature sequence and a target amino acid sequence, predict their likelihood of interaction. (1) The miRNA is hsa-miR-499a-3p with sequence AACAUCACAGCAAGUCUGUGCU. The protein sequence of the target gene is MQALNITPEQFSRLLRDHNLTREQFIALYRLRPLVYTPELPGRAKLALVLTGVLIFALALFGNALVFYVVTRSKAMRTVTNIFICSLALSDLLITFFCIPVTMLQNISDNWLGGAFICKMVPFVQSTAVVTEILTMTCIAVERHQGLVHPFKMKWQYTNRRAFTMLGVVWLVAVIVGSPMWHVQQLEIKYDFLYEKEHICCLEEWTSPVHQKIYTTFILVILFLLPLMVMLILYSKIGYELWIKKRVGDGSVLRTIHGKEMSKIARKKKRAVIMMVTVVALFAVCWAPFHVVHMMIEYSN.... Result: 1 (interaction). (2) The miRNA is hsa-miR-621 with sequence GGCUAGCAACAGCGCUUACCU. The protein sequence of the target gene is MPHFTVVPVDGPRRGDYDNLEGLSWVDYGERAEREDSDGQGNHRENSPFLCPLDASRGNDYYDRNLALFEEELDIRPKVSSLLGKLVSYTNLTQGAKEHEEAESGEGGRRRAAKAPSMGTLMGVYLPCLQNIFGVILFLRLTWMVGTAGVLQALLIVLICCCCTLLTAISMSAIATNGVVPAGGSYFMISRSLGPEFGGAVGLCFYLGTTFAAAMYILGAIEILLTYIAPPAAIFYPSGTHDMSSATLNNMRVYGTIFLTLMTLVVFVGVKYVNKFASLFLACVIISILSIYAGGIKSIF.... Result: 0 (no interaction). (3) The miRNA is mmu-miR-1932 with sequence GUUGCGGACAGCGCUAGGUCGG. The protein sequence of the target gene is MTDVEQPVSVEDQQAQAQSYYDQVLGNAYVQTAINAYTKTKEFHPLLNSTLNSAEEKVSTVGNYAAQKAYDGYNSYYVKPKNTAYEAVSYGTERAKTAVESGKQAAIVGGTFGIGAAVVLTQFSLALSAGGAALVLEQVDSAKKLGSSAISTIKEAELAVEHRIFSALHQAQRIAMVPVEKITENTNSLLDILDGAVQKGLNIEVPPSVNLTIGQRVKNLASLIVQGVSNKLFKAHDHVIDPINERARNYLEQLSQSFVLLDIVREKKTWVIEKSNELSTSVFDFKKTLEEEAQKYKVAP.... Result: 0 (no interaction). (4) The miRNA is cel-miR-357-3p with sequence AAAUGCCAGUCGUUGCAGGAGU. The protein sequence of the target gene is MLPPPRPAAALALPVLLLLLVVLTPPPTGARPSPGPDYLRRGWMRLLAEGEGCAPCRPEECAAPRGCLAGRVRDACGCCWECANLEGQLCDLDPSAHFYGHCGEQLECRLDTGGDLSRGEVPEPLCACRSQSPLCGSDGHTYSQICRLQEAARARPDANLTVAHPGPCESGPQIVSHPYDTWNVTGQDVIFGCEVFAYPMASIEWRKDGLDIQLPGDDPHISVQFRGGPQRFEVTGWLQIQAVRPSDEGTYRCLGRNALGQVEAPASLTVLTPDQLNSTGIPQLRSLNLVPEEEAESEEN.... Result: 0 (no interaction). (5) The miRNA is mmu-miR-3962 with sequence AGGUAGUAGUUUGUACAUUU. The protein sequence of the target gene is MSPLLRRLLLVALLQLARTQAPVSQFDGPSHQKKVVPWIDVYARATCQPREVVVPLSMELMGNVVKQLVPSCVTVQRCGGCCPDDGLECVPTGQHQVRMQILMIQYPSSQLGEMSLEEHSQCECRPKKKESAVKPDRVAIPHHRPQPRSVPGWDSTPGASSPADIIHPTPAPGSSARLAPSAVNALTPGPAAAAADAAASSIAKGGA. Result: 0 (no interaction). (6) The miRNA is hsa-miR-1273h-3p with sequence CUGCAGACUCGACCUCCCAGGC. Result: 1 (interaction). The protein sequence of the target gene is MVNEGPNQEESDDTPVPESALQADPSVSVHPSVSVHPSVSINPSVSVHPSSSAHPSALAQPSGLAHPSSSGPEDLSVIKVSRRRWAVVLVFSCYSMCNSFQWIQYGSINNIFMHFYGVSAFAIDWLSMCYMLTYIPLLLPVAWLLEKFGLRTIALTGSALNCLGAWVKLGSLKPHLFPVTVVGQLICSVAQVFILGMPSRIASVWFGANEVSTACSVAVFGNQLGIAIGFLVPPVLVPNIEDRDELAYHISIMFYIIGGVATLLLILVIIVFKEKPKYPPSRAQSLSYALTSPDASYLGS.... (7) The miRNA is hsa-miR-6840-5p with sequence ACCCCCGGGCAAAGACCUGCAGAU. The protein sequence of the target gene is MAKERRRAVLELLQRPGNARCADCGAPDPDWASYTLGVFICLSCSGIHRNIPQVSKVKSVRLDAWEEAQVEFMASHGNDAARARFESKVPSFYYRPTPSDCQLLREQWIRAKYERQEFIYPEKQEPYSAGYREGFLWKRGRDNGQFLSRKFVLTEREGALKYFNRNDAKEPKAVMKIEHLNATFQPAKIGHPHGLQVTYLKDNSTRNIFIYHEDGKEIVDWFNALRAARFHYLQVAFPGAGDADLVPKLSRNYLKEGYMEKTGPKQTEGFRKRWFTMDDRRLMYFKDPLDAFARGEVFIG.... Result: 0 (no interaction). (8) The miRNA is hsa-miR-1185-2-3p with sequence AUAUACAGGGGGAGACUCUCAU. The protein sequence of the target gene is MGRLASRPLLLALLSLALCRGRVVRVPTATLVRVVGTELVIPCNVSDYDGPSEQNFDWSFSSLGSSFVELASTWEVGFPAQLYQERLQRGEILLRRTANDAVELHIKNVQPSDQGHYKCSTPSTDATVQGNYEDTVQVKVLADSLHVGPSARPPPSLSLREGEPFELRCTAASASPLHTHLALLWEVHRGPARRSVLALTHEGRFHPGLGYEQRYHSGDVRLDTVGSDAYRLSVSRALSADQGSYRCIVSEWIAEQGNWQEIQEKAVEVATVVIQPSVLRAAVPKNVSVAEGKELDLTCN.... Result: 0 (no interaction). (9) The miRNA is hsa-miR-877-5p with sequence GUAGAGGAGAUGGCGCAGGG. The protein sequence of the target gene is MDETSPLVSPERAQPPDYTFPSGSGAHFPQVPGGAVRVAAAAGSGPSPPGSPGHDRERQPLLDRARGAAAQGQTQTVAAQAQALAAQAAAAAHAAQAHRERNEFPEDPEFEAVVRQAELAIERCIFPERIYQGSSGSYFVKDPQGRIIAVFKPKNEEPYGHLNPKWTKWLQKLCCPCCFGRDCLVLNQGYLSEAGASLVDQKLELNIVPRTKVVYLASETFNYSAIDRVKSRGKRLALEKVPKVGQRFNRIGLPPKVGSFQLFVEGYKDADYWLRRFEAEPLPENTNRQLLLQFERLVVL.... Result: 1 (interaction).